This data is from Reaction yield outcomes from USPTO patents with 853,638 reactions. The task is: Predict the reaction yield, written as a fraction of the theoretical maximum amount of product (1.0 means a 100% yield; for example, 0.34 means a 34% yield). (1) The reactants are [CH:1]([C:4]1[CH:12]=[CH:11][CH:10]=[C:9]2[C:5]=1[CH2:6][CH2:7][C@@H:8]2[OH:13])([CH3:3])[CH3:2].[CH3:14][O:15][C:16](=[O:28])[CH2:17][C@H:18]1[C:22]2[CH:23]=[CH:24][C:25](O)=[CH:26][C:21]=2[O:20][CH2:19]1. No catalyst specified. The product is [CH3:14][O:15][C:16](=[O:28])[CH2:17][C@H:18]1[C:22]2[CH:23]=[CH:24][C:25]([O:13][C@H:8]3[C:9]4[C:5](=[C:4]([CH:1]([CH3:3])[CH3:2])[CH:12]=[CH:11][CH:10]=4)[CH2:6][CH2:7]3)=[CH:26][C:21]=2[O:20][CH2:19]1. The yield is 0.330. (2) The reactants are [NH2:1][C:2]1[CH:3]=[CH:4][C:5]([O:24][CH3:25])=[C:6]([CH:23]=1)[O:7][C:8]1[CH:9]=[CH:10][C:11]2[N:12]([CH:14]=[C:15]([NH:17][C:18]([CH:20]3[CH2:22][CH2:21]3)=[O:19])[N:16]=2)[N:13]=1.[C:26]([C:28]([C:31]1[CH:32]=[C:33]([CH:37]=[CH:38][CH:39]=1)[C:34](O)=[O:35])([CH3:30])[CH3:29])#[N:27].Cl.CN(C)CCCN=C=NCC.ON1C2C=CC=CC=2N=N1. The catalyst is CN(C)C=O. The product is [C:26]([C:28]([C:31]1[CH:32]=[C:33]([CH:37]=[CH:38][CH:39]=1)[C:34]([NH:1][C:2]1[CH:3]=[CH:4][C:5]([O:24][CH3:25])=[C:6]([O:7][C:8]2[CH:9]=[CH:10][C:11]3[N:12]([CH:14]=[C:15]([NH:17][C:18]([CH:20]4[CH2:21][CH2:22]4)=[O:19])[N:16]=3)[N:13]=2)[CH:23]=1)=[O:35])([CH3:30])[CH3:29])#[N:27]. The yield is 0.710.